This data is from NCI-60 drug combinations with 297,098 pairs across 59 cell lines. The task is: Regression. Given two drug SMILES strings and cell line genomic features, predict the synergy score measuring deviation from expected non-interaction effect. (1) Drug 1: CC1C(C(CC(O1)OC2CC(CC3=C2C(=C4C(=C3O)C(=O)C5=C(C4=O)C(=CC=C5)OC)O)(C(=O)C)O)N)O.Cl. Drug 2: CC(C1=C(C=CC(=C1Cl)F)Cl)OC2=C(N=CC(=C2)C3=CN(N=C3)C4CCNCC4)N. Cell line: OVCAR-5. Synergy scores: CSS=14.3, Synergy_ZIP=-3.07, Synergy_Bliss=-2.06, Synergy_Loewe=-13.2, Synergy_HSA=-3.37. (2) Drug 1: CCC1=CC2CC(C3=C(CN(C2)C1)C4=CC=CC=C4N3)(C5=C(C=C6C(=C5)C78CCN9C7C(C=CC9)(C(C(C8N6C)(C(=O)OC)O)OC(=O)C)CC)OC)C(=O)OC.C(C(C(=O)O)O)(C(=O)O)O. Drug 2: CS(=O)(=O)OCCCCOS(=O)(=O)C. Cell line: PC-3. Synergy scores: CSS=18.8, Synergy_ZIP=-0.0818, Synergy_Bliss=1.23, Synergy_Loewe=-3.73, Synergy_HSA=3.01. (3) Drug 1: CCC1(CC2CC(C3=C(CCN(C2)C1)C4=CC=CC=C4N3)(C5=C(C=C6C(=C5)C78CCN9C7C(C=CC9)(C(C(C8N6C)(C(=O)OC)O)OC(=O)C)CC)OC)C(=O)OC)O.OS(=O)(=O)O. Drug 2: C1=CC=C(C=C1)NC(=O)CCCCCCC(=O)NO. Cell line: NCI-H226. Synergy scores: CSS=-1.86, Synergy_ZIP=-0.430, Synergy_Bliss=-1.97, Synergy_Loewe=-3.19, Synergy_HSA=-3.38.